This data is from Reaction yield outcomes from USPTO patents with 853,638 reactions. The task is: Predict the reaction yield, written as a fraction of the theoretical maximum amount of product (1.0 means a 100% yield; for example, 0.34 means a 34% yield). (1) The reactants are [Br:1][C:2]1[CH:3]=[C:4]([C:8]2[CH:9]([CH2:14][OH:15])[CH2:10][O:11][CH2:12][CH:13]=2)[CH:5]=[CH:6][CH:7]=1.C(N(CC)CC)C.[CH3:23][S:24](Cl)(=[O:26])=[O:25]. The catalyst is C(Cl)Cl.O. The product is [CH3:23][S:24]([O:15][CH2:14][CH:9]1[C:8]([C:4]2[CH:5]=[CH:6][CH:7]=[C:2]([Br:1])[CH:3]=2)=[CH:13][CH2:12][O:11][CH2:10]1)(=[O:26])=[O:25]. The yield is 0.970. (2) The reactants are [Cl:1][C:2]1[C:3]([C:43]([F:46])([F:45])[F:44])=[CH:4][C:5]2[N:9]=[C:8]([CH:10]([NH:12]C(=O)OC(C)(C)C)[CH3:11])[N:7]([C:20]3[CH:25]=[CH:24][C:23]([CH2:26][CH2:27][NH:28][C:29]([NH:31][S:32]([C:35]4[CH:40]=[CH:39][C:38]([CH3:41])=[CH:37][CH:36]=4)(=[O:34])=[O:33])=[O:30])=[CH:22][CH:21]=3)[C:6]=2[CH:42]=1.FC(F)(F)C(O)=O.O. The catalyst is C(Cl)Cl. The product is [NH2:12][CH:10]([C:8]1[N:7]([C:20]2[CH:25]=[CH:24][C:23]([CH2:26][CH2:27][NH:28][C:29]([NH:31][S:32]([C:35]3[CH:40]=[CH:39][C:38]([CH3:41])=[CH:37][CH:36]=3)(=[O:34])=[O:33])=[O:30])=[CH:22][CH:21]=2)[C:6]2[CH:42]=[C:2]([Cl:1])[C:3]([C:43]([F:45])([F:44])[F:46])=[CH:4][C:5]=2[N:9]=1)[CH3:11]. The yield is 0.990. (3) The reactants are [C:1]([O:5][C:6]([NH:8][CH2:9][C:10]([NH:12][NH:13][C:14](=O)[C:15]([O:17][CH2:18][CH3:19])=[O:16])=O)=[O:7])([CH3:4])([CH3:3])[CH3:2].COC1C=CC(P2(SP(C3C=CC(OC)=CC=3)(=S)S2)=[S:30])=CC=1. The catalyst is C1COCC1. The product is [C:1]([O:5][C:6]([NH:8][CH2:9][C:10]1[S:30][C:14]([C:15]([O:17][CH2:18][CH3:19])=[O:16])=[N:13][N:12]=1)=[O:7])([CH3:4])([CH3:3])[CH3:2]. The yield is 0.690. (4) The reactants are [Cl:1][C:2]1[CH:9]=[C:8]([N+:10]([O-])=O)[C:7]([NH:13][CH2:14][CH:15]2[CH2:30][CH2:29][CH2:28][C:17]3([O:21][C:20](=[O:22])[N:19]([CH2:23][C:24]([CH3:27])([CH3:26])[CH3:25])[CH2:18]3)[CH2:16]2)=[CH:6][C:3]=1[C:4]#[N:5].[Cl-].[NH4+].[CH:33](O)=O.C(OC)(OC)OC.C(O)(C(F)(F)F)=O. The catalyst is CCO.O.[Fe]. The product is [Cl:1][C:2]1[C:3]([C:4]#[N:5])=[CH:6][C:7]2[N:13]([CH2:14][CH:15]3[CH2:30][CH2:29][CH2:28][C:17]4([O:21][C:20](=[O:22])[N:19]([CH2:23][C:24]([CH3:27])([CH3:25])[CH3:26])[CH2:18]4)[CH2:16]3)[CH:33]=[N:10][C:8]=2[CH:9]=1. The yield is 0.570.